From a dataset of Forward reaction prediction with 1.9M reactions from USPTO patents (1976-2016). Predict the product of the given reaction. (1) Given the reactants [O:1]=[C:2]([CH2:11][CH2:12][CH2:13][CH2:14][CH2:15][C:16]([OH:18])=[O:17])[CH2:3][CH2:4][CH2:5][CH2:6][CH2:7][C:8]([OH:10])=[O:9].CCN=C=N[CH2:24][CH2:25][CH2:26]N(C)C.Cl.[CH2:31](O)[CH2:32][CH2:33][CH2:34][CH2:35][CH2:36][CH2:37][CH2:38][CH2:39][CH2:40][CH3:41], predict the reaction product. The product is: [O:1]=[C:2]([CH2:11][CH2:12][CH2:13][CH2:14][CH2:15][C:16]([O:18][CH2:12][CH2:11][CH2:2][CH2:3][CH2:4][CH2:5][CH2:6][CH2:7][CH2:26][CH2:25][CH3:24])=[O:17])[CH2:3][CH2:4][CH2:5][CH2:6][CH2:7][C:8]([O:10][CH2:31][CH2:32][CH2:33][CH2:34][CH2:35][CH2:36][CH2:37][CH2:38][CH2:39][CH2:40][CH3:41])=[O:9]. (2) Given the reactants [CH:1]1([N:7]2[C:11]3[S:12][C:13]([C:15]([O:17][CH3:18])=[O:16])=[CH:14][C:10]=3[N:9]=[C:8]2[C:19]2[CH:24]=[CH:23][C:22]([OH:25])=[CH:21][CH:20]=2)[CH2:6][CH2:5][CH2:4][CH2:3][CH2:2]1.C(=O)([O-])[O-].[K+].[K+].[Cl:32][C:33]1[CH:38]=[CH:37][C:36]([C:39]2[CH:44]=[CH:43][C:42]([N:45]3[CH2:49][CH2:48][CH2:47][C:46]3=[O:50])=[CH:41][C:40]=2[CH2:51]Cl)=[CH:35][CH:34]=1.O, predict the reaction product. The product is: [Cl:32][C:33]1[CH:38]=[CH:37][C:36]([C:39]2[CH:44]=[CH:43][C:42]([N:45]3[CH2:49][CH2:48][CH2:47][C:46]3=[O:50])=[CH:41][C:40]=2[CH2:51][O:25][C:22]2[CH:23]=[CH:24][C:19]([C:8]3[N:7]([CH:1]4[CH2:2][CH2:3][CH2:4][CH2:5][CH2:6]4)[C:11]4[S:12][C:13]([C:15]([O:17][CH3:18])=[O:16])=[CH:14][C:10]=4[N:9]=3)=[CH:20][CH:21]=2)=[CH:35][CH:34]=1. (3) Given the reactants C(NC(C)C)(C)C.C([Li])CCC.[CH2:13]([O:15][C:16]([C:18]1[S:19][CH:20]=[CH:21][CH:22]=1)=[O:17])[CH3:14].CN(C)[CH:25]=[O:26], predict the reaction product. The product is: [CH2:13]([O:15][C:16]([C:18]1[S:19][C:20]([CH:25]=[O:26])=[CH:21][CH:22]=1)=[O:17])[CH3:14]. (4) Given the reactants Br[C:2]1[CH:3]=[C:4]2[C:9](=[CH:10][CH:11]=1)[C:8](=[O:12])[NH:7][N:6]=[C:5]2[Cl:13].[NH2:14][CH2:15][C:16]1[CH:17]=[N:18][CH:19]=[CH:20][CH:21]=1.C1C=CC(P(C2C(C3C(P(C4C=CC=CC=4)C4C=CC=CC=4)=CC=C4C=3C=CC=C4)=C3C(C=CC=C3)=CC=2)C2C=CC=CC=2)=CC=1.CC([O-])(C)C.[Na+], predict the reaction product. The product is: [Cl:13][C:5]1[C:4]2[C:9](=[CH:10][CH:11]=[C:2]([NH:14][CH2:15][C:16]3[CH:17]=[N:18][CH:19]=[CH:20][CH:21]=3)[CH:3]=2)[C:8](=[O:12])[NH:7][N:6]=1. (5) Given the reactants [CH3:1][C:2]([N:6]1[CH2:11][CH2:10][CH:9]([S:12][C:13]2[CH:14]=[CH:15][C:16]3[O:25][CH2:24][CH2:23][N:22]4[C:18](=[N:19][C:20]([C:26]5[CH:31]=[CH:30][CH:29]=[CH:28][N:27]=5)=[CH:21]4)[C:17]=3[CH:32]=2)[CH2:8][CH2:7]1)([CH3:5])[CH2:3][OH:4].C(O)(C(F)(F)F)=[O:34].C1C=C(Cl)C=C(C(OO)=O)C=1, predict the reaction product. The product is: [CH3:5][C:2]([N:6]1[CH2:7][CH2:8][CH:9]([S:12]([C:13]2[CH:14]=[CH:15][C:16]3[O:25][CH2:24][CH2:23][N:22]4[CH:21]=[C:20]([C:26]5[CH:31]=[CH:30][CH:29]=[CH:28][N:27]=5)[N:19]=[C:18]4[C:17]=3[CH:32]=2)=[O:34])[CH2:10][CH2:11]1)([CH3:1])[CH2:3][OH:4].